Dataset: Catalyst prediction with 721,799 reactions and 888 catalyst types from USPTO. Task: Predict which catalyst facilitates the given reaction. (1) Reactant: Br[C:2]1[N:10]2[C:5]([N:6]=[N:7][C:8]3[C:14]([Cl:15])=[CH:13][C:12]([C:16]([F:19])([F:18])[F:17])=[CH:11][C:9]=32)=[C:4]([CH3:20])[N:3]=1.[CH3:21][C:22]1[CH:23]=[N:24][CH:25]=[CH:26][C:27]=1B(O)O.O1CCOCC1.C(=O)([O-])[O-].[K+].[K+]. Product: [Cl:15][C:14]1[C:8]2[N:7]=[N:6][C:5]3=[C:4]([CH3:20])[N:3]=[C:2]([C:27]4[CH:26]=[CH:25][N:24]=[CH:23][C:22]=4[CH3:21])[N:10]3[C:9]=2[CH:11]=[C:12]([C:16]([F:19])([F:18])[F:17])[CH:13]=1. The catalyst class is: 103. (2) Reactant: C([O:7][C:8]1[CH:13]=[C:12]([CH2:14][CH2:15]OS(C)(=O)=O)[O:11][C:10](=[O:21])[C:9]=1[C:22]1[C:27]([CH3:28])=[CH:26][C:25]([CH3:29])=[CH:24][C:23]=1[CH3:30])(=O)C(C)(C)C.[F:31][C:32]1[CH:33]=[C:34]([SH:38])[CH:35]=[CH:36][CH:37]=1.C([O-])([O-])=O.[K+].[K+]. Product: [F:31][C:32]1[CH:33]=[C:34]([S:38][CH2:15][CH2:14][C:12]2[O:11][C:10](=[O:21])[C:9]([C:22]3[C:27]([CH3:28])=[CH:26][C:25]([CH3:29])=[CH:24][C:23]=3[CH3:30])=[C:8]([OH:7])[CH:13]=2)[CH:35]=[CH:36][CH:37]=1. The catalyst class is: 7. (3) Reactant: [C:1]12[C:7](=[CH:8][CH:9]=[CH:10][CH:11]=1)[NH:6]C(=O)[O:4][C:2]2=O.[Br:13][C:14]1[CH:20]=[CH:19][C:17]([NH2:18])=[CH:16][CH:15]=1. Product: [NH2:6][C:7]1[CH:8]=[CH:9][CH:10]=[CH:11][C:1]=1[C:2]([NH:18][C:17]1[CH:19]=[CH:20][C:14]([Br:13])=[CH:15][CH:16]=1)=[O:4]. The catalyst class is: 3. (4) Reactant: [CH3:1][Si:2]([CH3:21])([CH3:20])[C:3]#[C:4][C:5]1[CH:10]=[CH:9][CH:8]=[C:7](B2OC(C)(C)C(C)(C)O2)[CH:6]=1.[CH3:22][NH:23][C:24]([C:26]1[C:30]2[CH:31]=[C:32](Br)[C:33]([N:35]([S:37]([CH3:40])(=[O:39])=[O:38])[CH3:36])=[CH:34][C:29]=2[O:28][C:27]=1[C:42]1[CH:47]=[CH:46][C:45]([F:48])=[CH:44][CH:43]=1)=[O:25]. Product: [F:48][C:45]1[CH:46]=[CH:47][C:42]([C:27]2[O:28][C:29]3[CH:34]=[C:33]([N:35]([CH3:36])[S:37]([CH3:40])(=[O:38])=[O:39])[C:32]([C:7]4[CH:8]=[CH:9][CH:10]=[C:5]([C:4]#[C:3][Si:2]([CH3:1])([CH3:20])[CH3:21])[CH:6]=4)=[CH:31][C:30]=3[C:26]=2[C:24]([NH:23][CH3:22])=[O:25])=[CH:43][CH:44]=1. The catalyst class is: 117. (5) Reactant: [C:1]([O:5][C:6](=[O:24])[NH:7][CH:8]1[CH2:13][CH2:12][N:11]([C:14]2[CH:19]=[C:18]([CH3:20])[CH:17]=[CH:16][C:15]=2[N+:21]([O-])=O)[CH2:10][CH2:9]1)([CH3:4])([CH3:3])[CH3:2].[H][H]. Product: [C:1]([O:5][C:6](=[O:24])[NH:7][CH:8]1[CH2:9][CH2:10][N:11]([C:14]2[CH:19]=[C:18]([CH3:20])[CH:17]=[CH:16][C:15]=2[NH2:21])[CH2:12][CH2:13]1)([CH3:4])([CH3:2])[CH3:3]. The catalyst class is: 19.